This data is from Antibody developability classification from SAbDab with 2,409 antibodies. The task is: Regression/Classification. Given an antibody's heavy chain and light chain sequences, predict its developability. TAP uses regression for 5 developability metrics; SAbDab uses binary classification. (1) The antibody is ['1zlv', 'DVVMTQSPSTLSASVGDTITITCRASQSIETWLAWYQQKPGKAPKLLIYKASTLKTGVPSRFSGSGSGTEFTLTISGLQFDDFATYHCQHYAGYSATFGQGTRVEIK']. Result: 0 (not developable). (2) The antibody is ['EVQLQQSGPDLVKPGASVKISCKTSGYTFTEYIMHWVKQSHGKSLEWIGGIIPNNGGTSYNQKFKDKATMTVDKSSSTGYMELRSLTSEDSAVYYCTRREVYGRNYYALDYWGQGTLVTVSS', 'DIQMTQTTSSLSASLGDRVTITCSASQGINNYLNWYQQKPDGTVKLLIYYTSSLHSGVPSRFSGSGSGTDYSLTISNLEPEDIATYYCQQYSNLPYTFGGGTKLEIK']. Result: 1 (developable). (3) The antibody is ['QVQLQESGPGLVKPSETLSLTCTVSGGSISSGGYYWSWIRQHPGKGLEWIGYIYYSGSTDYNPSLKSRVTISVDTSKNQFSLKLSSVTAADTAVYYCAGGSTGDRHYYYYGMDVWGQGTTVTVSS', 'DIQMTQSPSSLSASVGDRVTITCRASQSISSYLNWYQQKPGKAPKLLIYAASSLQSGVPSRFSGSGSGTDFTLTISSLQPEDFATYYCQQSYSTPPAFGQGTKVEIK']. Result: 1 (developable).